This data is from NCI-60 drug combinations with 297,098 pairs across 59 cell lines. The task is: Regression. Given two drug SMILES strings and cell line genomic features, predict the synergy score measuring deviation from expected non-interaction effect. (1) Drug 1: CC1OCC2C(O1)C(C(C(O2)OC3C4COC(=O)C4C(C5=CC6=C(C=C35)OCO6)C7=CC(=C(C(=C7)OC)O)OC)O)O. Drug 2: CC12CCC3C(C1CCC2OP(=O)(O)O)CCC4=C3C=CC(=C4)OC(=O)N(CCCl)CCCl.[Na+]. Cell line: OVCAR-4. Synergy scores: CSS=1.30, Synergy_ZIP=-2.48, Synergy_Bliss=-2.77, Synergy_Loewe=-2.61, Synergy_HSA=-2.43. (2) Drug 1: CS(=O)(=O)OCCCCOS(=O)(=O)C. Drug 2: C1CC(=O)NC(=O)C1N2C(=O)C3=CC=CC=C3C2=O. Cell line: MCF7. Synergy scores: CSS=6.01, Synergy_ZIP=-3.39, Synergy_Bliss=-0.304, Synergy_Loewe=0.788, Synergy_HSA=1.50.